This data is from Full USPTO retrosynthesis dataset with 1.9M reactions from patents (1976-2016). The task is: Predict the reactants needed to synthesize the given product. Given the product [Cl:1][C:2]1[CH:3]=[CH:4][C:5]2[N:6]([C:8]([C:11]([C:13]3[CH:14]=[C:15]4[C:20](=[CH:21][CH:22]=3)[N:19]=[CH:18][CH:17]=[CH:16]4)([OH:12])[C:24]([F:26])([F:25])[F:23])=[CH:9][N:10]=2)[N:7]=1, predict the reactants needed to synthesize it. The reactants are: [Cl:1][C:2]1[CH:3]=[CH:4][C:5]2[N:6]([C:8]([C:11]([C:13]3[CH:14]=[C:15]4[C:20](=[CH:21][CH:22]=3)[N:19]=[CH:18][CH:17]=[CH:16]4)=[O:12])=[CH:9][N:10]=2)[N:7]=1.[F:23][C:24]([Si](C)(C)C)([F:26])[F:25].[F-].[K+].Cl.